Dataset: Reaction yield outcomes from USPTO patents with 853,638 reactions. Task: Predict the reaction yield, written as a fraction of the theoretical maximum amount of product (1.0 means a 100% yield; for example, 0.34 means a 34% yield). (1) The reactants are Cl[C:2]1[C:7]([Br:8])=[CH:6][N:5]=[CH:4][N:3]=1.CC1(C)C(C)(C)OB([C:17]2[C:26]3[C:21](=[CH:22][CH:23]=[CH:24][CH:25]=3)[C:20]([C:27]#[N:28])=[CH:19][CH:18]=2)O1.C(=O)([O-])[O-].[Na+].[Na+]. The catalyst is O1CCOCC1. The product is [Br:8][C:7]1[C:2]([C:17]2[C:26]3[C:21](=[CH:22][CH:23]=[CH:24][CH:25]=3)[C:20]([C:27]#[N:28])=[CH:19][CH:18]=2)=[N:3][CH:4]=[N:5][CH:6]=1. The yield is 0.690. (2) The reactants are Cl[C:2]1[C:11]2[C:6](=[CH:7][C:8]([O:14][CH3:15])=[C:9]([C:12]#[N:13])[CH:10]=2)[N:5]=[CH:4][CH:3]=1.[F:16][C:17]1[C:25]([OH:26])=[CH:24][CH:23]=[C:22]2[C:18]=1[CH:19]=[C:20]([CH3:27])[NH:21]2.C(=O)([O-])[O-].[Cs+].[Cs+]. The catalyst is CN(C=O)C. The product is [C:12]([C:9]1[CH:10]=[C:11]2[C:6](=[CH:7][C:8]=1[O:14][CH3:15])[N:5]=[CH:4][CH:3]=[C:2]2[O:26][C:25]1[C:17]([F:16])=[C:18]2[C:22](=[CH:23][CH:24]=1)[NH:21][C:20]([CH3:27])=[CH:19]2)#[N:13]. The yield is 0.350. (3) The reactants are [CH3:1][O:2][C:3]1[CH:12]=[C:11]([O:13][CH3:14])[CH:10]=[C:9]2[C:4]=1[C:5](=[O:27])[NH:6][C:7]([C:15]1[CH:20]=[CH:19][C:18]([N:21]3[CH2:26][CH2:25][NH:24][CH2:23][CH2:22]3)=[CH:17][CH:16]=1)=[N:8]2.[Cl:28][C:29]1[S:30][C:31]([Cl:37])=[CH:32][C:33]=1[C:34](Cl)=[O:35].CCN(CC)CC. The catalyst is C(Cl)Cl. The product is [Cl:28][C:29]1[S:30][C:31]([Cl:37])=[CH:32][C:33]=1[C:34]([N:24]1[CH2:23][CH2:22][N:21]([C:18]2[CH:19]=[CH:20][C:15]([C:7]3[NH:6][C:5](=[O:27])[C:4]4[C:9](=[CH:10][C:11]([O:13][CH3:14])=[CH:12][C:3]=4[O:2][CH3:1])[N:8]=3)=[CH:16][CH:17]=2)[CH2:26][CH2:25]1)=[O:35]. The yield is 0.790. (4) The reactants are [N:1]12[CH2:8][CH2:7][C:4]([C:9]([C:17]3[CH:22]=[CH:21][CH:20]=[CH:19][CH:18]=3)([C:11]3[CH:16]=[CH:15][CH:14]=[CH:13][CH:12]=3)[OH:10])([CH2:5][CH2:6]1)[CH2:3][CH2:2]2.[Br:23][CH2:24][CH2:25][CH2:26][O:27][C:28]1[CH:33]=[CH:32][C:31]([C:34]2[CH:39]=[CH:38][CH:37]=[CH:36][CH:35]=2)=[CH:30][CH:29]=1. The catalyst is CC#N. The product is [Br-:23].[C:31]1([C:34]2[CH:35]=[CH:36][CH:37]=[CH:38][CH:39]=2)[CH:30]=[CH:29][C:28]([O:27][CH2:26][CH2:25][CH2:24][N+:1]23[CH2:6][CH2:5][C:4]([C:9]([OH:10])([C:17]4[CH:22]=[CH:21][CH:20]=[CH:19][CH:18]=4)[C:11]4[CH:12]=[CH:13][CH:14]=[CH:15][CH:16]=4)([CH2:3][CH2:2]2)[CH2:7][CH2:8]3)=[CH:33][CH:32]=1. The yield is 0.752. (5) The reactants are [N:1]1[C:9]([NH2:10])=[C:8]2[C:4]([NH:5][CH:6]=[N:7]2)=[N:3][CH:2]=1.O[CH:12]1[CH2:17][CH2:16][CH2:15][N:14]([C:18]([O:20][C:21]([CH3:24])([CH3:23])[CH3:22])=[O:19])[CH2:13]1.C1C=CC(P(C2C=CC=CC=2)C2C=CC=CC=2)=CC=1.CC(OC(/N=N/C(OC(C)C)=O)=O)C. The catalyst is C1COCC1. The product is [NH2:10][C:9]1[N:1]=[CH:2][N:3]=[C:4]2[C:8]=1[N:7]=[CH:6][N:5]2[CH:16]1[CH2:17][CH2:12][CH2:13][N:14]([C:18]([O:20][C:21]([CH3:24])([CH3:23])[CH3:22])=[O:19])[CH2:15]1. The yield is 0.110. (6) The reactants are [NH2:1][C:2]1[N:7]([C:8]2[C:13]([F:14])=[CH:12][C:11]([CH2:15][CH2:16][OH:17])=[CH:10][C:9]=2[F:18])[C:6](=[O:19])[CH:5]=[CH:4][C:3]=1[C:20](=[O:29])[C:21]1[CH:26]=[CH:25][C:24]([F:27])=[CH:23][C:22]=1[F:28].CC(OI1(OC(C)=O)(OC(C)=O)OC(=O)C2C=CC=CC1=2)=O.[O-]S([O-])(=S)=O.[Na+].[Na+].C([O-])(O)=O.[Na+]. The catalyst is C(Cl)Cl. The product is [NH2:1][C:2]1[N:7]([C:8]2[C:9]([F:18])=[CH:10][C:11]([CH2:15][CH:16]=[O:17])=[CH:12][C:13]=2[F:14])[C:6](=[O:19])[CH:5]=[CH:4][C:3]=1[C:20](=[O:29])[C:21]1[CH:26]=[CH:25][C:24]([F:27])=[CH:23][C:22]=1[F:28]. The yield is 1.00.